The task is: Predict which catalyst facilitates the given reaction.. This data is from Catalyst prediction with 721,799 reactions and 888 catalyst types from USPTO. (1) Reactant: [C:1]([O:8][CH2:9][CH3:10])(=[O:7])[C:2]([O:4]CC)=O.[O-]CC.[Na+].[Cl:15][C:16]1[CH:17]=[CH:18][C:19]([C:22](=[O:24])[CH3:23])=[N:20][CH:21]=1.O. Product: [CH2:9]([O:8][C:1](=[O:7])[C:2](=[O:4])[CH2:23][C:22]([C:19]1[CH:18]=[CH:17][C:16]([Cl:15])=[CH:21][N:20]=1)=[O:24])[CH3:10]. The catalyst class is: 8. (2) Reactant: [OH:1][C:2]1[CH:7]=[CH:6][CH:5]=[CH:4][C:3]=1[C:8]1[O:9][C:10]2[CH:18]=[CH:17][CH:16]=[CH:15][C:11]=2[C:12](=O)[N:13]=1.Cl.[F:20][C:21]1[CH:26]=[C:25]([F:27])[CH:24]=[CH:23][C:22]=1[NH:28][NH2:29].C(N(CC)CC)C. Product: [OH:1][C:2]1[CH:7]=[CH:6][CH:5]=[CH:4][C:3]=1[C:8]1[N:13]=[C:12]([C:11]2[CH:15]=[CH:16][CH:17]=[CH:18][C:10]=2[OH:9])[N:28]([C:22]2[CH:23]=[CH:24][C:25]([F:27])=[CH:26][C:21]=2[F:20])[N:29]=1. The catalyst class is: 8. (3) Product: [C:1]([O:5][C:6](=[O:7])[NH:8][C:9]1[CH:17]=[CH:16][CH:15]=[C:11]([C:12](=[O:14])[NH:46][CH2:47][CH:48]([OH:59])[CH2:49][N:50]2[CH2:58][C:57]3[C:52](=[CH:53][CH:54]=[CH:55][CH:56]=3)[CH2:51]2)[CH:10]=1)([CH3:2])([CH3:3])[CH3:4]. The catalyst class is: 2. Reactant: [C:1]([O:5][C:6]([NH:8][C:9]1[CH:10]=[C:11]([CH:15]=[CH:16][CH:17]=1)[C:12]([OH:14])=O)=[O:7])([CH3:4])([CH3:3])[CH3:2].CCN=C=NCCCN(C)C.C1C=CC2N(O)N=NC=2C=1.CCN(CC)CC.[NH2:46][CH2:47][CH:48]([OH:59])[CH2:49][N:50]1[CH2:58][C:57]2[C:52](=[CH:53][CH:54]=[CH:55][CH:56]=2)[CH2:51]1.